From a dataset of Catalyst prediction with 721,799 reactions and 888 catalyst types from USPTO. Predict which catalyst facilitates the given reaction. (1) Reactant: COC1C=C(C(C=O)=O)C=CC=1OC.CO.[NH2:17][C:18]1[N:27]=[C:26]([O:28][CH2:29]C)[C:25]2[C:20](=[N:21][C:22]([C:31]3[CH:36]=[CH:35][C:34]([O:37][CH3:38])=[C:33]([O:39][CH3:40])[CH:32]=3)=[CH:23][N:24]=2)[N:19]=1. Product: [NH2:17][C:18]1[N:27]=[C:26]([O:28][CH3:29])[C:25]2[C:20](=[N:21][C:22]([C:31]3[CH:36]=[CH:35][C:34]([O:37][CH3:38])=[C:33]([O:39][CH3:40])[CH:32]=3)=[CH:23][N:24]=2)[N:19]=1. The catalyst class is: 32. (2) Reactant: [Si]([O:8][CH2:9][C@@H:10]([NH:19][C:20]([N:22]1[CH2:31][CH2:30][C:29]2[CH:28]=[N:27][C:26]([NH:32][CH:33]([CH3:36])[CH2:34][F:35])=[N:25][C:24]=2[CH2:23]1)=[O:21])[C:11]1[CH:16]=[CH:15][C:14]([Cl:17])=[C:13]([Cl:18])[CH:12]=1)(C(C)(C)C)(C)C.Cl.CC(O)C. Product: [Cl:18][C:13]1[CH:12]=[C:11]([C@H:10]([NH:19][C:20]([N:22]2[CH2:31][CH2:30][C:29]3[CH:28]=[N:27][C:26]([NH:32][CH:33]([CH3:36])[CH2:34][F:35])=[N:25][C:24]=3[CH2:23]2)=[O:21])[CH2:9][OH:8])[CH:16]=[CH:15][C:14]=1[Cl:17]. The catalyst class is: 2. (3) The catalyst class is: 15. Reactant: [C:1]([C:5]1[CH:12]=[C:9]([CH:10]=[O:11])[C:8]([OH:13])=[CH:7][CH:6]=1)([CH3:4])([CH3:3])[CH3:2].[Br:14]Br.CC(=O)OCC.CCCCCCC. Product: [Br:14][C:7]1[CH:6]=[C:5]([C:1]([CH3:4])([CH3:2])[CH3:3])[CH:12]=[C:9]([CH:10]=[O:11])[C:8]=1[OH:13]. (4) Reactant: C[O:2][C:3]([C:5]1[C:10]2[N:11]([CH2:14][C:15]([OH:17])=O)[CH:12]=[N:13][C:9]=2[CH:8]=[CH:7][CH:6]=1)=[O:4].CN(C=O)C.[CH3:23][O:24][C:25]1[CH:26]=[C:27]([CH:29]=[C:30]([O:32][CH3:33])[CH:31]=1)[NH2:28].F[P-](F)(F)(F)(F)F.N1(OC(N(C)C)=[N+](C)C)C2N=CC=CC=2N=N1. Product: [CH3:33][O:32][C:30]1[CH:29]=[C:27]([NH:28][C:15](=[O:17])[CH2:14][N:11]2[C:10]3[C:5]([C:3]([OH:2])=[O:4])=[CH:6][CH:7]=[CH:8][C:9]=3[N:13]=[CH:12]2)[CH:26]=[C:25]([O:24][CH3:23])[CH:31]=1. The catalyst class is: 223.